This data is from Forward reaction prediction with 1.9M reactions from USPTO patents (1976-2016). The task is: Predict the product of the given reaction. (1) Given the reactants [NH2:1][C:2]([CH3:18])([CH2:5][N:6]1[C:14]([O:15][CH3:16])=[C:13]2[C:8]([CH:9]=[C:10]([Cl:17])[CH:11]=[CH:12]2)=[N:7]1)[C:3]#[N:4].[F:19][C:20]([F:31])([F:30])[C:21]1[CH:29]=[CH:28][C:24]([C:25](Cl)=[S:26])=[CH:23][CH:22]=1, predict the reaction product. The product is: [Cl:17][C:10]1[CH:11]=[CH:12][C:13]2[C:8]([CH:9]=1)=[N:7][N:6]([CH2:5][C:2]([NH:1][C:25](=[S:26])[C:24]1[CH:23]=[CH:22][C:21]([C:20]([F:19])([F:30])[F:31])=[CH:29][CH:28]=1)([C:3]#[N:4])[CH3:18])[C:14]=2[O:15][CH3:16]. (2) Given the reactants Br[C:2]1[CH:3]=[CH:4][C:5]2[O:32][CH2:31][C:8]3([C:16]4[C:11](=[CH:12][CH:13]=[CH:14][CH:15]=4)[N:10]([CH:17]([C:24]4[CH:29]=[CH:28][CH:27]=[CH:26][CH:25]=4)[C:18]4[CH:23]=[CH:22][CH:21]=[CH:20][CH:19]=4)[C:9]3=O)[C:6]=2[CH:7]=1.[B:42]1([B:42]2[O:46][C:45]([CH3:48])([CH3:47])[C:44]([CH3:50])([CH3:49])[O:43]2)[O:46][C:45]([CH3:48])([CH3:47])[C:44]([CH3:50])([CH3:49])[O:43]1.C([O-])(=O)C.[K+], predict the reaction product. The product is: [C:24]1([CH:17]([C:18]2[CH:23]=[CH:22][CH:21]=[CH:20][CH:19]=2)[N:10]2[C:11]3[C:16](=[CH:15][CH:14]=[CH:13][CH:12]=3)[C:8]3([C:6]4[CH:7]=[C:2]([B:42]5[O:43][C:44]([CH3:49])([CH3:50])[C:45]([CH3:47])([CH3:48])[O:46]5)[CH:3]=[CH:4][C:5]=4[O:32][CH2:31]3)[CH2:9]2)[CH:25]=[CH:26][CH:27]=[CH:28][CH:29]=1.